From a dataset of Forward reaction prediction with 1.9M reactions from USPTO patents (1976-2016). Predict the product of the given reaction. (1) Given the reactants Br[C:2]1[CH:7]=[CH:6][C:5]([N:8]2[C:13](=[O:14])[C:12]([CH2:15][C:16]3[CH:21]=[CH:20][C:19]([C:22]4[C:23]([C:28]#[N:29])=[CH:24][CH:25]=[CH:26][CH:27]=4)=[CH:18][CH:17]=3)=[C:11]([CH2:30][CH2:31][CH3:32])[N:10]=[C:9]2[CH2:33][CH3:34])=[CH:4][CH:3]=1.[O:35]1[C:39]2([CH2:44][CH2:43][NH:42][CH2:41][CH2:40]2)[O:38][CH2:37][CH2:36]1.CC(C)([O-])C.[Na+], predict the reaction product. The product is: [O:35]1[C:39]2([CH2:44][CH2:43][N:42]([C:2]3[CH:7]=[CH:6][C:5]([N:8]4[C:13](=[O:14])[C:12]([CH2:15][C:16]5[CH:21]=[CH:20][C:19]([C:22]6[C:23]([C:28]#[N:29])=[CH:24][CH:25]=[CH:26][CH:27]=6)=[CH:18][CH:17]=5)=[C:11]([CH2:30][CH2:31][CH3:32])[N:10]=[C:9]4[CH2:33][CH3:34])=[CH:4][CH:3]=3)[CH2:41][CH2:40]2)[O:38][CH2:37][CH2:36]1. (2) Given the reactants [Cl:1][C:2]1[C:20]([C:21]([F:24])([F:23])[F:22])=[CH:19][CH:18]=[CH:17][C:3]=1[CH2:4][N:5]1[CH:10]([CH:11]2[CH2:13][CH2:12]2)[CH2:9][N:8]=[C:7](OC)[C:6]1=[O:16].[N:25]1[CH:30]=[CH:29][N:28]=[CH:27][C:26]=1[C:31]([NH:33][NH2:34])=O, predict the reaction product. The product is: [Cl:1][C:2]1[C:20]([C:21]([F:24])([F:23])[F:22])=[CH:19][CH:18]=[CH:17][C:3]=1[CH2:4][N:5]1[CH:10]([CH:11]2[CH2:13][CH2:12]2)[CH2:9][N:8]2[C:31]([C:26]3[CH:27]=[N:28][CH:29]=[CH:30][N:25]=3)=[N:33][N:34]=[C:7]2[C:6]1=[O:16].